From a dataset of Peptide-MHC class II binding affinity with 134,281 pairs from IEDB. Regression. Given a peptide amino acid sequence and an MHC pseudo amino acid sequence, predict their binding affinity value. This is MHC class II binding data. (1) The peptide sequence is SMGDDHFWAVRGGGGESFGI. The MHC is DRB1_1302 with pseudo-sequence DRB1_1302. The binding affinity (normalized) is 0.138. (2) The peptide sequence is WKVRLLPVPPTVTVF. The MHC is HLA-DQA10501-DQB10201 with pseudo-sequence HLA-DQA10501-DQB10201. The binding affinity (normalized) is 0.338. (3) The peptide sequence is FLVKCQLQNPGVADL. The MHC is DRB3_0101 with pseudo-sequence DRB3_0101. The binding affinity (normalized) is 0.121. (4) The peptide sequence is IEGGSLFIVPRFHVV. The MHC is HLA-DQA10102-DQB10602 with pseudo-sequence HLA-DQA10102-DQB10602. The binding affinity (normalized) is 0.249. (5) The MHC is HLA-DPA10201-DPB11401 with pseudo-sequence HLA-DPA10201-DPB11401. The peptide sequence is KIPKKASEGAVDIIN. The binding affinity (normalized) is 0.537.